From a dataset of Experimentally validated miRNA-target interactions with 360,000+ pairs, plus equal number of negative samples. Binary Classification. Given a miRNA mature sequence and a target amino acid sequence, predict their likelihood of interaction. (1) The miRNA is mmu-miR-698-3p with sequence CAUUCUCGUUUCCUUCCCU. The protein sequence of the target gene is MADSENQGPAEPSQAAAAAEAAAEEVMAEGGAQGGDCDSAAGDPDSAAGQMAEEPQTPAENAPKPKNDFIESLPNSVKCRVLALKKLQKRCDKIEAKFDKEFQALEKKYNDIYKPLLAKIQELTGEMEGCAWTLEGEEEEEEEYEDDEEEGEDEEEEEAAAEAAAGAKHDDAHAEMPDDAKK. Result: 0 (no interaction). (2) The miRNA is hsa-miR-3164 with sequence UGUGACUUUAAGGGAAAUGGCG. The protein sequence of the target gene is MASKIGSRRWMLQLIMQLGSVLLTRCPFWGCFSQLMLYAERAEARRKPDIPVPYLYFDMGAAVLCASFMSFGVKRRWFALGAALQLAISTYAAYIGGYVHYGDWLKVRMYSRTVAIIGGFLVLASGAGELYRRKPRSRSLQSTGQVFLGIYLICVAYSLQHSKEDRLAYLNHLPGGELMIQLFFVLYGILALAFLSGYYVTLAAQILAVLLPPVMLLIDGNVAYWHNTRRVEFWNQMKLLGESVGIFGTAVILATDG. Result: 1 (interaction).